From a dataset of Catalyst prediction with 721,799 reactions and 888 catalyst types from USPTO. Predict which catalyst facilitates the given reaction. (1) Reactant: [CH3:1][C@H:2]1[CH2:7][NH:6][CH2:5][CH2:4][N:3]1[C:8]([O:10][CH2:11][C:12]1[CH:17]=[CH:16][CH:15]=[CH:14][CH:13]=1)=[O:9].[CH2:18]([O:25][CH2:26][CH:27]=O)[C:19]1[CH:24]=[CH:23][CH:22]=[CH:21][CH:20]=1.[BH-](OC(C)=O)(OC(C)=O)OC(C)=O.[Na+]. Product: [CH3:1][C@H:2]1[CH2:7][N:6]([CH2:27][CH2:26][O:25][CH2:18][C:19]2[CH:24]=[CH:23][CH:22]=[CH:21][CH:20]=2)[CH2:5][CH2:4][N:3]1[C:8]([O:10][CH2:11][C:12]1[CH:17]=[CH:16][CH:15]=[CH:14][CH:13]=1)=[O:9]. The catalyst class is: 2. (2) Reactant: [Cl:1][C:2]1[C:3]([C:8]([OH:10])=O)=[N:4][CH:5]=[CH:6][N:7]=1.C(N1C=CN=C1)(N1C=CN=C1)=O.Cl.[CH3:24][NH:25][O:26][CH3:27]. Product: [Cl:1][C:2]1[C:3]([C:8]([N:25]([O:26][CH3:27])[CH3:24])=[O:10])=[N:4][CH:5]=[CH:6][N:7]=1. The catalyst class is: 1.